This data is from Retrosynthesis with 50K atom-mapped reactions and 10 reaction types from USPTO. The task is: Predict the reactants needed to synthesize the given product. (1) Given the product Cc1c(C(=O)NN2CCCC(O)C2)nc(-c2ccc(Cl)cc2Cl)n1-c1ccc(O)cc1, predict the reactants needed to synthesize it. The reactants are: Cc1c(C(=O)NN2CCCC(O)C2)nc(-c2ccc(Cl)cc2Cl)n1-c1ccc(OCc2ccccc2)cc1. (2) Given the product CC(C)(C)OC(=O)NC(CCN1CCC2(CC1)CCN(Cc1ccc(Br)cc1)C2=O)c1ccccc1, predict the reactants needed to synthesize it. The reactants are: CC(C)(C)OC(=O)NC(CC=O)c1ccccc1.O=C1N(Cc2ccc(Br)cc2)CCC12CCNCC2. (3) Given the product Cc1nc(-c2nc3c(s2)CCOc2cc(C4CN(CC(=O)NC(C)C)C4)ccc2-3)n(C(C)C)n1, predict the reactants needed to synthesize it. The reactants are: CC(C)NC(=O)CCl.Cc1nc(-c2nc3c(s2)CCOc2cc(C4CNC4)ccc2-3)n(C(C)C)n1. (4) Given the product CC(C)Nc1cc(Nc2ncc(C#N)cn2)ncc1C(=O)NC[C@@H](F)C(C)(C)O, predict the reactants needed to synthesize it. The reactants are: CC(C)Nc1cc(Cl)ncc1C(=O)NC[C@@H](F)C(C)(C)O.N#Cc1cnc(N)nc1. (5) Given the product CC1CCC(C(C)C)C(OC(=O)c2ccc(N)cc2O)C1, predict the reactants needed to synthesize it. The reactants are: CC1CCC(C(C)C)C(Br)C1.Nc1ccc(C(=O)O)c(O)c1.